From a dataset of Catalyst prediction with 721,799 reactions and 888 catalyst types from USPTO. Predict which catalyst facilitates the given reaction. (1) Reactant: [Br:1][C:2]1[C:7](=[O:8])[N:6]([CH2:9][C:10](O)=[O:11])[N:5]=[CH:4][C:3]=1[NH:13][C@@H:14]1[CH2:19][C@@H:18]2[CH2:20][C@@H:16]([C:17]2([CH3:22])[CH3:21])[C@H:15]1[CH3:23].Cl.CN(C)CCCN=C=NCC.C(N(CC)CC)C.[NH:43]1[CH2:48][CH2:47][O:46][CH2:45][CH2:44]1. Product: [Br:1][C:2]1[C:7](=[O:8])[N:6]([CH2:9][C:10]([N:43]2[CH2:48][CH2:47][O:46][CH2:45][CH2:44]2)=[O:11])[N:5]=[CH:4][C:3]=1[NH:13][C@@H:14]1[CH2:19][C@@H:18]2[CH2:20][C@@H:16]([C:17]2([CH3:21])[CH3:22])[C@H:15]1[CH3:23]. The catalyst class is: 42. (2) Reactant: [OH:1][C:2]1[CH:3]=[C:4]([CH2:11][C:12]([O:14][CH3:15])=[O:13])[CH:5]=[CH:6][C:7]=1[N+:8]([O-])=O.[C:16]1([N:22]=[C:23]=S)[CH:21]=[CH:20][CH:19]=[CH:18][CH:17]=1. Product: [C:16]1([NH:22][C:23]2[O:1][C:2]3[CH:3]=[C:4]([CH2:11][C:12]([O:14][CH3:15])=[O:13])[CH:5]=[CH:6][C:7]=3[N:8]=2)[CH:21]=[CH:20][CH:19]=[CH:18][CH:17]=1. The catalyst class is: 29. (3) Reactant: [CH3:1][CH:2]1[CH2:7][N:6]([C:8]([O:10][C:11]([CH3:14])([CH3:13])[CH3:12])=[O:9])[C:5](=[O:15])[CH2:4][C:3]1=O.[C:17](=O)([O-])[O-].[Cs+].[Cs+].[C:23](=[S:25])=[S:24].Cl[CH2:27][C:28](=[O:30])[CH3:29].IC. Product: [C:28]([C:29]1[S:24][C:23]([S:25][CH3:17])=[C:4]2[C:3]=1[CH:2]([CH3:1])[CH2:7][N:6]([C:8]([O:10][C:11]([CH3:14])([CH3:13])[CH3:12])=[O:9])[C:5]2=[O:15])(=[O:30])[CH3:27]. The catalyst class is: 3. (4) Reactant: [Br:1][C:2]1[CH:3]=[C:4]2[C:10]([CH3:11])=[N:9][N:8]([C:12]([O:14][C:15]([CH3:18])([CH3:17])[CH3:16])=[O:13])[C:5]2=[N:6][CH:7]=1.[Br:19]N1C(=O)CCC1=O.N(C(C)(C)C#N)=NC(C)(C)C#N. Product: [Br:1][C:2]1[CH:3]=[C:4]2[C:10]([CH2:11][Br:19])=[N:9][N:8]([C:12]([O:14][C:15]([CH3:18])([CH3:17])[CH3:16])=[O:13])[C:5]2=[N:6][CH:7]=1. The catalyst class is: 53. (5) Reactant: [F:1][C:2]([F:42])([F:41])[C:3]1[CH:4]=[C:5]([C:13]([CH3:40])([CH3:39])[C:14]([N:16]([CH3:38])[C:17]2[CH:18]=[N:19][C:20]([C:30]#[C:31][C:32]3[CH:37]=[CH:36][CH:35]=[CH:34][CH:33]=3)=[CH:21][C:22]=2[C:23]2[CH:28]=[CH:27][CH:26]=[CH:25][C:24]=2[CH3:29])=[O:15])[CH:6]=[C:7]([C:9]([F:12])([F:11])[F:10])[CH:8]=1.C(N)CN. Product: [F:42][C:2]([F:1])([F:41])[C:3]1[CH:4]=[C:5]([C:13]([CH3:40])([CH3:39])[C:14]([N:16]([CH3:38])[C:17]2[CH:18]=[N:19][C:20](/[CH:30]=[CH:31]\[C:32]3[CH:33]=[CH:34][CH:35]=[CH:36][CH:37]=3)=[CH:21][C:22]=2[C:23]2[CH:28]=[CH:27][CH:26]=[CH:25][C:24]=2[CH3:29])=[O:15])[CH:6]=[C:7]([C:9]([F:10])([F:11])[F:12])[CH:8]=1. The catalyst class is: 43. (6) Reactant: Br[C:2]1[C:7]([N:8](COC)[S:9]([C:12]2[CH:17]=[CH:16][C:15]([C:18]([CH3:21])([CH3:20])[CH3:19])=[CH:14][CH:13]=2)(=[O:11])=[O:10])=[CH:6][C:5]([Cl:25])=[CH:4][N:3]=1.CON(C)[C:29](=[O:37])[C:30]1[CH:35]=[CH:34][CH:33]=[N:32][C:31]=1[CH3:36].Cl.O1CCOCC1. Product: [C:18]([C:15]1[CH:16]=[CH:17][C:12]([S:9]([NH:8][C:7]2[C:2]([C:29]([C:30]3[C:31]([CH3:36])=[N:32][CH:33]=[CH:34][CH:35]=3)=[O:37])=[N:3][CH:4]=[C:5]([Cl:25])[CH:6]=2)(=[O:10])=[O:11])=[CH:13][CH:14]=1)([CH3:21])([CH3:19])[CH3:20]. The catalyst class is: 238. (7) Reactant: [C:1]([C:5]1[CH:6]=[C:7]([NH:21][C:22]([NH:24][C:25]2[C:34]3[C:29](=[CH:30][CH:31]=[CH:32][CH:33]=3)[C:28]([O:35][C:36]3[CH:41]=[CH:40][N:39]=[C:38]([NH:42][C:43]4[CH:48]=[C:47]([O:49][CH2:50][CH2:51][O:52][CH2:53][CH2:54][O:55][CH2:56][CH2:57][O:58][CH3:59])[CH:46]=[C:45]([O:60][CH3:61])[CH:44]=4)[N:37]=3)=[CH:27][CH:26]=2)=[O:23])[C:8]([O:19][CH3:20])=[C:9]([CH:18]=1)[C:10]([NH:12][CH2:13][C:14]([O:16]C)=[O:15])=[O:11])([CH3:4])([CH3:3])[CH3:2].[OH-].[Na+].Cl. Product: [C:1]([C:5]1[CH:6]=[C:7]([NH:21][C:22]([NH:24][C:25]2[C:34]3[C:29](=[CH:30][CH:31]=[CH:32][CH:33]=3)[C:28]([O:35][C:36]3[CH:41]=[CH:40][N:39]=[C:38]([NH:42][C:43]4[CH:48]=[C:47]([O:49][CH2:50][CH2:51][O:52][CH2:53][CH2:54][O:55][CH2:56][CH2:57][O:58][CH3:59])[CH:46]=[C:45]([O:60][CH3:61])[CH:44]=4)[N:37]=3)=[CH:27][CH:26]=2)=[O:23])[C:8]([O:19][CH3:20])=[C:9]([CH:18]=1)[C:10]([NH:12][CH2:13][C:14]([OH:16])=[O:15])=[O:11])([CH3:4])([CH3:2])[CH3:3]. The catalyst class is: 20. (8) Reactant: [CH2:1]([O:3][C:4](=[O:11])[CH2:5][C:6]([O:8][CH2:9][CH3:10])=[O:7])[CH3:2].[CH2:12]([N:14]=[C:15]=[S:16])[CH3:13]. Product: [CH2:1]([O:3][C:4](=[O:11])[CH:5]([C:15](=[S:16])[NH:14][CH2:12][CH3:13])[C:6]([O:8][CH2:9][CH3:10])=[O:7])[CH3:2]. The catalyst class is: 66.